The task is: Predict the product of the given reaction.. This data is from Forward reaction prediction with 1.9M reactions from USPTO patents (1976-2016). (1) Given the reactants [CH3:1][O:2][C:3]([C:5]1[CH:14]=[C:13](OS(C(F)(F)F)(=O)=O)[C:12]2[C:7](=[C:8]([O:23][CH2:24][C:25]3[CH:30]=[CH:29][CH:28]=[CH:27][CH:26]=3)[CH:9]=[CH:10][CH:11]=2)[N:6]=1)=[O:4].C1(C#C)C=CC=CC=1.[C:39]([NH:46][CH2:47][C:48]#[CH:49])([O:41][C:42]([CH3:45])([CH3:44])[CH3:43])=[O:40], predict the reaction product. The product is: [CH3:1][O:2][C:3]([C:5]1[CH:14]=[C:13]([C:49]#[C:48][CH2:47][NH:46][C:39]([O:41][C:42]([CH3:45])([CH3:44])[CH3:43])=[O:40])[C:12]2[C:7](=[C:8]([O:23][CH2:24][C:25]3[CH:30]=[CH:29][CH:28]=[CH:27][CH:26]=3)[CH:9]=[CH:10][CH:11]=2)[N:6]=1)=[O:4]. (2) Given the reactants [F:1][C:2]1[C:3]2[CH2:12][S:11][CH2:10][C:4]=2[S:5][C:6]=1C(O)=O.Cl, predict the reaction product. The product is: [F:1][C:2]1[C:3]2[CH2:12][S:11][CH2:10][C:4]=2[S:5][CH:6]=1. (3) Given the reactants [Cl:1][C:2]1[CH:7]=[CH:6][N:5]=[C:4]2[CH:8]=[C:9]([C:11]3[CH:12]=[C:13]([CH:17]=[CH:18][C:19]=3[O:20][CH3:21])[C:14](O)=[O:15])[O:10][C:3]=12.C[N:23](C=O)C.C(Cl)(=O)C(Cl)=O, predict the reaction product. The product is: [Cl:1][C:2]1[CH:7]=[CH:6][N:5]=[C:4]2[CH:8]=[C:9]([C:11]3[CH:12]=[C:13]([CH:17]=[CH:18][C:19]=3[O:20][CH3:21])[C:14]([NH2:23])=[O:15])[O:10][C:3]=12. (4) Given the reactants [CH3:1][S:2][C:3]1[N:8]=[C:7]([Sn](CCCC)(CCCC)CCCC)[CH:6]=[CH:5][N:4]=1.[Br:22][C:23]1[CH:28]=[CH:27][C:26](Br)=[CH:25][CH:24]=1, predict the reaction product. The product is: [Br:22][C:23]1[CH:28]=[CH:27][C:26]([C:7]2[CH:6]=[CH:5][N:4]=[C:3]([S:2][CH3:1])[N:8]=2)=[CH:25][CH:24]=1. (5) Given the reactants [H-].[Na+].[C:3]1([C:9]2[NH:10][CH:11]=[CH:12][N:13]=2)[CH:8]=[CH:7][CH:6]=[CH:5][CH:4]=1.[CH2:14]([NH:18][C:19]1[CH:24]=[C:23](F)[CH:22]=[CH:21][C:20]=1[N+:26]([O-:28])=[O:27])[CH:15]([CH3:17])[CH3:16], predict the reaction product. The product is: [CH2:14]([NH:18][C:19]1[CH:24]=[C:23]([N:13]2[CH:12]=[CH:11][N:10]=[C:9]2[C:3]2[CH:4]=[CH:5][CH:6]=[CH:7][CH:8]=2)[CH:22]=[CH:21][C:20]=1[N+:26]([O-:28])=[O:27])[CH:15]([CH3:17])[CH3:16]. (6) Given the reactants [O:1]([C:8]1[CH:13]=[CH:12][C:11]([NH:14][C:15]2[C:24]3[C:19](=[CH:20][C:21](I)=[CH:22][CH:23]=3)[N:18]=[CH:17][CH:16]=2)=[CH:10][CH:9]=1)[C:2]1[CH:7]=[CH:6][CH:5]=[CH:4][CH:3]=1.C([Sn]([C:39]1[O:40][C:41]([CH:44]2[O:48][CH2:47][CH2:46][O:45]2)=[CH:42][CH:43]=1)(CCCC)CCCC)CCC, predict the reaction product. The product is: [O:1]([C:8]1[CH:13]=[CH:12][C:11]([NH:14][C:15]2[C:24]3[C:19](=[CH:20][C:21]([C:39]4[O:40][C:41]([CH:44]5[O:48][CH2:47][CH2:46][O:45]5)=[CH:42][CH:43]=4)=[CH:22][CH:23]=3)[N:18]=[CH:17][CH:16]=2)=[CH:10][CH:9]=1)[C:2]1[CH:7]=[CH:6][CH:5]=[CH:4][CH:3]=1.